The task is: Predict the reactants needed to synthesize the given product.. This data is from Full USPTO retrosynthesis dataset with 1.9M reactions from patents (1976-2016). (1) Given the product [CH:25]([N:28]([CH3:29])[CH2:6][CH2:7][C:8]1[O:9][C:10]2[CH:16]=[CH:15][C:14]([C:17]3[CH:22]=[CH:21][C:20]([C:23]#[N:24])=[CH:19][CH:18]=3)=[CH:13][C:11]=2[CH:12]=1)([CH3:27])[CH3:26], predict the reactants needed to synthesize it. The reactants are: CS(O[CH2:6][CH2:7][C:8]1[O:9][C:10]2[CH:16]=[CH:15][C:14]([C:17]3[CH:22]=[CH:21][C:20]([C:23]#[N:24])=[CH:19][CH:18]=3)=[CH:13][C:11]=2[CH:12]=1)(=O)=O.[CH:25]([NH:28][CH3:29])([CH3:27])[CH3:26]. (2) Given the product [F:48][CH:47]([F:49])[C:44]1[CH:43]=[CH:42][C:41]([C:40]([NH2:39])=[O:50])=[CH:46][CH:45]=1, predict the reactants needed to synthesize it. The reactants are: C(C(=CC(C)C)C(N1CCCC1CN1C2C=CC(CN([C@H](C(C)(C)C)C)C(=O)OCC3C=CC=CC=3)=CC=2N=C1[NH:39][C:40](=[O:50])[C:41]1[CH:46]=[CH:45][C:44]([CH:47]([F:49])[F:48])=[CH:43][CH:42]=1)=O)#N.Br.C(Cl)Cl.CO.C([O-])(O)=O.[Na+]. (3) Given the product [NH2:27][C:24]1[CH:25]=[CH:26][C:21]([C:20]([N:19]([C:7]2[CH:8]=[C:9]([C:11]3[C:12]([O:17][CH3:18])=[N:13][CH:14]=[CH:15][CH:16]=3)[CH:10]=[C:5]([C:1]([CH3:2])([CH3:4])[CH3:3])[C:6]=2[O:31][CH3:32])[CH3:36])=[O:30])=[CH:22][CH:23]=1, predict the reactants needed to synthesize it. The reactants are: [C:1]([C:5]1[C:6]([O:31][CH3:32])=[C:7]([NH:19][C:20](=[O:30])[C:21]2[CH:26]=[CH:25][C:24]([N+:27]([O-])=O)=[CH:23][CH:22]=2)[CH:8]=[C:9]([C:11]2[C:12]([O:17][CH3:18])=[N:13][CH:14]=[CH:15][CH:16]=2)[CH:10]=1)([CH3:4])([CH3:3])[CH3:2].[H-].[Na+].I[CH3:36]. (4) The reactants are: Cl[CH:2]([C:9]1[CH:14]=[CH:13][CH:12]=[CH:11][CH:10]=1)[C:3]1[CH:8]=[CH:7][CH:6]=[CH:5][CH:4]=1.[NH:15]1[CH2:20][CH2:19][NH:18][CH2:17][CH2:16]1. Given the product [CH:2]([N:15]1[CH2:20][CH2:19][NH:18][CH2:17][CH2:16]1)([C:9]1[CH:14]=[CH:13][CH:12]=[CH:11][CH:10]=1)[C:3]1[CH:8]=[CH:7][CH:6]=[CH:5][CH:4]=1, predict the reactants needed to synthesize it. (5) Given the product [NH:17]1[C:15]([C:6]2[CH:7]=[CH:8][C:9]3[C:10]4[S:14][CH:13]=[CH:12][C:11]=4[C:2](=[O:1])[NH:3][C:4]=3[CH:5]=2)=[N:16][N:19]=[N:18]1, predict the reactants needed to synthesize it. The reactants are: [O:1]=[C:2]1[C:11]2[CH:12]=[CH:13][S:14][C:10]=2[C:9]2[CH:8]=[CH:7][C:6]([C:15]#[N:16])=[CH:5][C:4]=2[NH:3]1.[N-:17]=[N+:18]=[N-:19].[Na+].[Cl-].[NH4+].Cl. (6) Given the product [Si:13]([O:20][CH2:21][CH:22]=[C:23]1[C:28]2[CH:29]=[C:30]([C:32]([NH2:4])=[O:33])[S:31][C:27]=2[CH2:26][CH2:25][C:24]1([F:36])[F:35])([C:16]([CH3:19])([CH3:18])[CH3:17])([CH3:15])[CH3:14], predict the reactants needed to synthesize it. The reactants are: C(C1NC=CN=1)(C1[NH:4]C=CN=1)=O.[Si:13]([O:20][CH2:21][CH:22]=[C:23]1[C:28]2[CH:29]=[C:30]([C:32](O)=[O:33])[S:31][C:27]=2[CH2:26][CH2:25][C:24]1([F:36])[F:35])([C:16]([CH3:19])([CH3:18])[CH3:17])([CH3:15])[CH3:14].N.O1CCOCC1. (7) The reactants are: [NH2:1][C:2]1[C:11]([F:12])=[C:10]([NH:13][CH2:14][CH2:15][NH:16][C:17]2[CH:22]=[CH:21][CH:20]=[CH:19][N:18]=2)[C:9]([F:23])=[C:8]2[C:3]=1[C:4](=[O:30])[C:5](C(O)=O)=[CH:6][N:7]2[CH:24]1[CH2:26][CH2:25]1.[C-]#N.[Na+]. Given the product [NH2:1][C:2]1[C:11]([F:12])=[C:10]([NH:13][CH2:14][CH2:15][NH:16][C:17]2[CH:22]=[CH:21][CH:20]=[CH:19][N:18]=2)[C:9]([F:23])=[C:8]2[C:3]=1[C:4](=[O:30])[CH:5]=[CH:6][N:7]2[CH:24]1[CH2:25][CH2:26]1, predict the reactants needed to synthesize it. (8) Given the product [F:8][C:4]1[CH:3]=[C:2]([CH:7]=[CH:6][CH:5]=1)[C:23]([C:25]1[CH:26]=[C:27]2[C:33]3([CH2:38][CH2:37][N:36]([C:39]([O:41][C:42]([CH3:45])([CH3:44])[CH3:43])=[O:40])[CH2:35][CH2:34]3)[CH2:32][N:31]([C:46]3[C:47]4[C@H:54]([CH3:55])[CH2:53][CH2:52][C:48]=4[N:49]=[CH:50][N:51]=3)[C:28]2=[CH:29][CH:30]=1)=[O:24], predict the reactants needed to synthesize it. The reactants are: Br[C:2]1[CH:7]=[CH:6][CH:5]=[C:4]([F:8])[CH:3]=1.[Li]CCCC.CCCCCC.CON(C)[C:23]([C:25]1[CH:26]=[C:27]2[C:33]3([CH2:38][CH2:37][N:36]([C:39]([O:41][C:42]([CH3:45])([CH3:44])[CH3:43])=[O:40])[CH2:35][CH2:34]3)[CH2:32][N:31]([C:46]3[C:47]4[C@H:54]([CH3:55])[CH2:53][CH2:52][C:48]=4[N:49]=[CH:50][N:51]=3)[C:28]2=[CH:29][CH:30]=1)=[O:24].CC(O)C. (9) The reactants are: [P:1]([O-:6])([O:4][CH3:5])[O:2][CH3:3].[CH:7](=[O:14])[C:8]1[CH:13]=[CH:12][CH:11]=[CH:10][CH:9]=1.[F-].[K+]. Given the product [OH:14][CH:7]([P:1](=[O:6])([O:4][CH3:5])[O:2][CH3:3])[C:8]1[CH:13]=[CH:12][CH:11]=[CH:10][CH:9]=1, predict the reactants needed to synthesize it. (10) Given the product [C:25]12([NH:22][C:23]3[O:19][C:18]([C:16]4[CH:15]=[CH:14][C:12]5[N:13]=[C:9]([C:3]6[C:4]([Cl:8])=[CH:5][CH:6]=[CH:7][C:2]=6[Cl:1])[NH:10][C:11]=5[CH:17]=4)=[N:20][N:21]=3)[CH2:32][CH:31]3[CH2:30][CH:29]([CH2:28][CH:27]([CH2:33]3)[CH2:26]1)[CH2:34]2, predict the reactants needed to synthesize it. The reactants are: [Cl:1][C:2]1[CH:7]=[CH:6][CH:5]=[C:4]([Cl:8])[C:3]=1[C:9]1[NH:10][C:11]2[CH:17]=[C:16]([C:18]([NH:20][NH2:21])=[O:19])[CH:15]=[CH:14][C:12]=2[N:13]=1.[N:22]([C:25]12[CH2:34][CH:29]3[CH2:30][CH:31]([CH2:33][CH:27]([CH2:28]3)[CH2:26]1)[CH2:32]2)=[C:23]=S.CCN=C=NCCCN(C)C.